This data is from Catalyst prediction with 721,799 reactions and 888 catalyst types from USPTO. The task is: Predict which catalyst facilitates the given reaction. (1) Reactant: I[C:2]1[C:10]2[C:9]([N:11](C)C)=[CH:8][CH:7]=[N:6][C:5]=2[NH:4][N:3]=1.[H-].[Na+]. Product: [NH:4]1[C:5]2[N:6]=[CH:7][CH:8]=[C:9]([NH2:11])[C:10]=2[CH:2]=[N:3]1. The catalyst class is: 3. (2) Reactant: CN(C(ON1N=NC2C=CC=CC1=2)=[N+](C)C)C.[B-](F)(F)(F)F.Cl.Cl.Cl.[CH3:26][NH:27][C:28]1[N:33]=[C:32]([CH2:34][CH2:35][CH2:36][C:37]2[CH:38]=[CH:39][C:40]([CH2:43][C@@H:44]([C:46]([O:48]C)=[O:47])[NH2:45])=[N:41][CH:42]=2)[CH:31]=[CH:30][CH:29]=1.[Cl:50][C:51]1[CH:59]=[CH:58][CH:57]=[C:56]([F:60])[C:52]=1[C:53](O)=[O:54].CN1CCOCC1. Product: [Cl:50][C:51]1[CH:59]=[CH:58][CH:57]=[C:56]([F:60])[C:52]=1[C:53]([NH:45][C@H:44]([C:46]([OH:48])=[O:47])[CH2:43][C:40]1[CH:39]=[CH:38][C:37]([CH2:36][CH2:35][CH2:34][C:32]2[CH:31]=[CH:30][CH:29]=[C:28]([NH:27][CH3:26])[N:33]=2)=[CH:42][N:41]=1)=[O:54]. The catalyst class is: 74. (3) Reactant: [NH2:1][C:2]1[CH:9]=[CH:8][C:7]([Br:10])=[CH:6][C:3]=1[CH:4]=O.[NH2:11][C:12](N)=[O:13]. Product: [Br:10][C:7]1[CH:6]=[C:3]2[C:2](=[CH:9][CH:8]=1)[N:1]=[C:12]([OH:13])[N:11]=[CH:4]2. The catalyst class is: 6. (4) Reactant: [CH:1]1[CH:2]=[CH:3][C:4]2[S:15][C:14]3[CH:13]=[CH:12][CH:11]=[CH:10][C:9]=3[N:8]=[C:7]([N:16]3[CH2:21][CH2:20][N:19]([CH2:22][CH2:23][O:24][CH2:25][CH2:26][OH:27])[CH2:18][CH2:17]3)[C:5]=2[CH:6]=1.[C:28]([OH:35])(=[O:34])/[CH:29]=[CH:30]/[C:31]([OH:33])=[O:32]. Product: [CH2:18]1[N:19]([CH2:22][CH2:23][O:24][CH2:25][CH2:26][OH:27])[CH2:20][CH2:21][N:16]([C:7]2[C:5]3[C:4](=[CH:3][CH:2]=[CH:1][CH:6]=3)[S:15][C:14]3[C:9](=[CH:10][CH:11]=[CH:12][CH:13]=3)[N:8]=2)[CH2:17]1.[CH2:18]1[N:19]([CH2:22][CH2:23][O:24][CH2:25][CH2:26][OH:27])[CH2:20][CH2:21][N:16]([C:7]2[C:5]3[C:4](=[CH:3][CH:2]=[CH:1][CH:6]=3)[S:15][C:14]3[C:9](=[CH:10][CH:11]=[CH:12][CH:13]=3)[N:8]=2)[CH2:17]1.[CH:29](/[C:28]([OH:35])=[O:34])=[CH:30]\[C:31]([OH:33])=[O:32]. The catalyst class is: 8. (5) Reactant: Cl[C:2]1[C:7]([N+:8]([O-:10])=[O:9])=[CH:6][CH:5]=[CH:4][N:3]=1.CN(C)C=O.[C:16]([O:20][C:21]([N:23]1[CH2:28][CH2:27][CH:26]([NH2:29])[CH2:25][CH2:24]1)=[O:22])([CH3:19])([CH3:18])[CH3:17].C(=O)([O-])[O-].[Na+].[Na+]. Product: [N+:8]([C:7]1[C:2]([NH:29][CH:26]2[CH2:25][CH2:24][N:23]([C:21]([O:20][C:16]([CH3:19])([CH3:18])[CH3:17])=[O:22])[CH2:28][CH2:27]2)=[N:3][CH:4]=[CH:5][CH:6]=1)([O-:10])=[O:9]. The catalyst class is: 6. (6) The catalyst class is: 1. Reactant: [F:1][C:2]1[CH:7]=[CH:6][CH:5]=[C:4]([C:8]2[CH:13]=[CH:12][CH:11]=[CH:10][CH:9]=2)[C:3]=1[C:14]#[N:15].[Li+].CC([N-]C(C)C)C.[I:24]I.[O-]S([O-])(=S)=O.[Na+].[Na+]. Product: [F:1][C:2]1[C:7]([I:24])=[CH:6][CH:5]=[C:4]([C:8]2[CH:13]=[CH:12][CH:11]=[CH:10][CH:9]=2)[C:3]=1[C:14]#[N:15]. (7) Reactant: [N:1]1([CH2:7][C:8]2[CH:13]=[CH:12][C:11]([C:14]([N:16]3[CH2:21][CH2:20][NH:19][CH2:18][CH2:17]3)=[O:15])=[CH:10][CH:9]=2)[CH2:6][CH2:5][O:4][CH2:3][CH2:2]1.C(O[C:25]1(O[Si](C)(C)C)[CH2:27][CH2:26]1)C.C(O)(=O)C.[BH3-]C#N.[Na+]. Product: [CH:25]1([N:19]2[CH2:18][CH2:17][N:16]([C:14]([C:11]3[CH:10]=[CH:9][C:8]([CH2:7][N:1]4[CH2:2][CH2:3][O:4][CH2:5][CH2:6]4)=[CH:13][CH:12]=3)=[O:15])[CH2:21][CH2:20]2)[CH2:27][CH2:26]1. The catalyst class is: 5. (8) Reactant: [NH2:1][CH2:2][C:3]1[C:4]([F:20])=[C:5]([O:10][C:11]2[CH:12]=[C:13]([CH:16]=[C:17](Br)[CH:18]=2)[C:14]#[N:15])[C:6]([Cl:9])=[CH:7][CH:8]=1.[CH3:21][Zn]C. Product: [NH2:1][CH2:2][C:3]1[C:4]([F:20])=[C:5]([O:10][C:11]2[CH:12]=[C:13]([CH:16]=[C:17]([CH3:21])[CH:18]=2)[C:14]#[N:15])[C:6]([Cl:9])=[CH:7][CH:8]=1. The catalyst class is: 176. (9) Reactant: C([O:3][C:4]([C:6]1[C:7]2[N:22]([CH3:23])[CH:21]=[N:20][C:8]=2[C:9]([NH:12][C:13]2[CH:18]=[CH:17][CH:16]=[C:15]([Br:19])[CH:14]=2)=[N:10][CH:11]=1)=[O:5])C.[OH-].[Na+:25]. Product: [Br:19][C:15]1[CH:14]=[C:13]([NH:12][C:9]2[C:8]3[N:20]=[CH:21][N:22]([CH3:23])[C:7]=3[C:6]([C:4]([O-:5])=[O:3])=[CH:11][N:10]=2)[CH:18]=[CH:17][CH:16]=1.[Na+:25]. The catalyst class is: 5. (10) Reactant: [C:1]([C@H:5]1[CH2:10][CH2:9][C@H:8]([NH:11][C:12]([C:14]2[N:18]([CH2:19][C:20]3[CH:28]=[CH:27][C:23]([C:24]([OH:26])=O)=[CH:22][CH:21]=3)[N:17]=[C:16]([C:29]3[CH:34]=[C:33]([F:35])[C:32]([F:36])=[C:31]([F:37])[CH:30]=3)[CH:15]=2)=[O:13])[CH2:7][CH2:6]1)([CH3:4])([CH3:3])[CH3:2].C1C=NC2N(O)N=NC=2C=1.CCN(C(C)C)C(C)C.[NH2:57][C:58]1[NH:62][N:61]=[N:60][N:59]=1.C(Cl)CCl. Product: [C:1]([C@H:5]1[CH2:6][CH2:7][C@H:8]([NH:11][C:12]([C:14]2[N:18]([CH2:19][C:20]3[CH:28]=[CH:27][C:23]([C:24]([NH:57][C:58]4[NH:62][N:61]=[N:60][N:59]=4)=[O:26])=[CH:22][CH:21]=3)[N:17]=[C:16]([C:29]3[CH:34]=[C:33]([F:35])[C:32]([F:36])=[C:31]([F:37])[CH:30]=3)[CH:15]=2)=[O:13])[CH2:9][CH2:10]1)([CH3:3])([CH3:2])[CH3:4]. The catalyst class is: 39.